This data is from NCI-60 drug combinations with 297,098 pairs across 59 cell lines. The task is: Regression. Given two drug SMILES strings and cell line genomic features, predict the synergy score measuring deviation from expected non-interaction effect. (1) Drug 1: CNC(=O)C1=CC=CC=C1SC2=CC3=C(C=C2)C(=NN3)C=CC4=CC=CC=N4. Drug 2: C1C(C(OC1N2C=NC(=NC2=O)N)CO)O. Cell line: U251. Synergy scores: CSS=9.33, Synergy_ZIP=-5.29, Synergy_Bliss=-4.94, Synergy_Loewe=-8.88, Synergy_HSA=-4.71. (2) Drug 1: CN1CCC(CC1)COC2=C(C=C3C(=C2)N=CN=C3NC4=C(C=C(C=C4)Br)F)OC. Drug 2: C1CCN(CC1)CCOC2=CC=C(C=C2)C(=O)C3=C(SC4=C3C=CC(=C4)O)C5=CC=C(C=C5)O. Cell line: HOP-62. Synergy scores: CSS=9.98, Synergy_ZIP=6.70, Synergy_Bliss=12.1, Synergy_Loewe=7.64, Synergy_HSA=8.85.